Dataset: Reaction yield outcomes from USPTO patents with 853,638 reactions. Task: Predict the reaction yield, written as a fraction of the theoretical maximum amount of product (1.0 means a 100% yield; for example, 0.34 means a 34% yield). (1) The reactants are CN[C@@H]1CCCC[C@H]1NC.P([O-])([O-])([O-])=O.[K+].[K+].[K+].[CH:19]1([C:22]2[CH:27]=[CH:26][N:25]=[CH:24][C:23]=2[N:28]2[CH2:32][CH2:31][NH:30][C:29]2=[O:33])[CH2:21][CH2:20]1.[Cl:34][C:35]1[CH:40]=[C:39](I)[CH:38]=[CH:37][N:36]=1. The catalyst is C(Cl)(Cl)Cl.[Cu](I)I.CO.O1CCOCC1. The product is [Cl:34][C:35]1[CH:40]=[C:39]([N:30]2[CH2:31][CH2:32][N:28]([C:23]3[CH:24]=[N:25][CH:26]=[CH:27][C:22]=3[CH:19]3[CH2:21][CH2:20]3)[C:29]2=[O:33])[CH:38]=[CH:37][N:36]=1. The yield is 0.410. (2) The reactants are [F:1][C:2]1[CH:3]=[C:4]2[C:9](=[CH:10][CH:11]=1)[CH:8]=[C:7]([CH2:12][C:13]([OH:15])=[O:14])[C:6]([CH3:16])=[C:5]2[C:17](=[O:28])[C:18]1[CH:23]=[CH:22][C:21]([S:24]([CH3:27])(=[O:26])=[O:25])=[CH:20][CH:19]=1.[H][H]. The catalyst is CO.[Pd]. The product is [F:1][C:2]1[CH:3]=[C:4]2[C:9](=[CH:10][CH:11]=1)[CH:8]=[C:7]([CH2:12][C:13]([OH:15])=[O:14])[C:6]([CH3:16])=[C:5]2[CH:17]([OH:28])[C:18]1[CH:23]=[CH:22][C:21]([S:24]([CH3:27])(=[O:25])=[O:26])=[CH:20][CH:19]=1. The yield is 0.180. (3) The reactants are [F:1][C:2]1[CH:3]=[CH:4][C:5]([C:10]2[CH:11]=[N:12][C:13]3[N:14]([CH:16]=[C:17]([CH2:19][O:20][C:21]4[CH:26]=[CH:25][C:24]([F:27])=[CH:23][CH:22]=4)[N:18]=3)[CH:15]=2)=[C:6]([CH2:8]O)[CH:7]=1.CN(C)C.CS([Cl:36])(=O)=O.C(OCC)(=O)C. The catalyst is CN(C)C=O.O. The product is [Cl:36][CH2:8][C:6]1[CH:7]=[C:2]([F:1])[CH:3]=[CH:4][C:5]=1[C:10]1[CH:11]=[N:12][C:13]2[N:14]([CH:16]=[C:17]([CH2:19][O:20][C:21]3[CH:26]=[CH:25][C:24]([F:27])=[CH:23][CH:22]=3)[N:18]=2)[CH:15]=1. The yield is 0.700. (4) The reactants are [CH3:1][C:2]1[CH:11]=[CH:10][C:9]2[C:4](=[C:5]([NH:12][S:13]([C:16]3[CH:21]=[CH:20][CH:19]=[CH:18][C:17]=3[N+:22]([O-])=O)(=[O:15])=[O:14])[CH:6]=[CH:7][CH:8]=2)[N:3]=1.O.O.[Sn](Cl)Cl. No catalyst specified. The product is [NH2:22][C:17]1[CH:18]=[CH:19][CH:20]=[CH:21][C:16]=1[S:13]([NH:12][C:5]1[CH:6]=[CH:7][CH:8]=[C:9]2[C:4]=1[N:3]=[C:2]([CH3:1])[CH:11]=[CH:10]2)(=[O:15])=[O:14]. The yield is 0.470. (5) The reactants are C(=O)([O-])[O-].[K+].[K+].[CH3:7][C:8]([C:11]([CH2:13]Cl)=[O:12])([CH3:10])[CH3:9].[CH2:15]([C:17]([C:28]1[CH:33]=[CH:32][C:31]([O:34][S:35]([C:38]([F:41])([F:40])[F:39])(=[O:37])=[O:36])=[C:30]([CH3:42])[CH:29]=1)([C:20]1[CH:25]=[CH:24][C:23]([OH:26])=[C:22]([CH3:27])[CH:21]=1)[CH2:18][CH3:19])[CH3:16]. The catalyst is CC(C)=O. The product is [CH3:7][C:8]([CH3:10])([CH3:9])[C:11](=[O:12])[CH2:13][O:26][C:23]1[CH:24]=[CH:25][C:20]([C:17]([C:28]2[CH:33]=[CH:32][C:31]([O:34][S:35]([C:38]([F:41])([F:39])[F:40])(=[O:37])=[O:36])=[C:30]([CH3:42])[CH:29]=2)([CH2:18][CH3:19])[CH2:15][CH3:16])=[CH:21][C:22]=1[CH3:27]. The yield is 0.830. (6) The yield is 0.360. The catalyst is [Cl-].[Cl-].[Zn+2]. The product is [CH3:4][C:3]([CH3:6])([CH3:5])[C:15]([C:13]1[CH:12]=[N:11][CH:10]=[CH:34][CH:14]=1)([C:17]1[CH:22]=[CH:21][C:20]([C:23]2[CH:28]=[CH:27][C:26]([O:29][C:30]([F:33])([F:31])[F:32])=[CH:25][CH:24]=2)=[CH:19][N:18]=1)[OH:16]. The reactants are [Li+].[Cl-].[C:3]([Mg]Cl)([CH3:6])([CH3:5])[CH3:4].N1[CH:14]=[C:13]([C:15]([C:17]2[CH:22]=[CH:21][C:20]([C:23]3[CH:28]=[CH:27][C:26]([O:29][C:30]([F:33])([F:32])[F:31])=[CH:25][CH:24]=3)=[CH:19][N:18]=2)=[O:16])[CH:12]=[N:11][CH:10]=1.[CH2:34]1COCC1. (7) The reactants are [N+:1]([C:4]1[CH:5]=[C:6]2[C:11](=[CH:12][CH:13]=1)[C:10]([N:14]([C:21]([C:23]([CH3:26])([CH3:25])[CH3:24])=[O:22])[C:15]([C:17]([CH3:20])([CH3:19])[CH3:18])=[O:16])=[N:9][CH:8]=[CH:7]2)([O-])=O.[H][H]. The catalyst is CO.C1COCC1.[Pd]. The product is [NH2:1][C:4]1[CH:5]=[C:6]2[C:11](=[CH:12][CH:13]=1)[C:10]([N:14]([C:21]([C:23]([CH3:26])([CH3:25])[CH3:24])=[O:22])[C:15]([C:17]([CH3:19])([CH3:20])[CH3:18])=[O:16])=[N:9][CH:8]=[CH:7]2. The yield is 0.950. (8) The reactants are [Br:1][C:2]1[CH:3]=[C:4]([NH:9][C:10]2[C:11]3[CH:19]=[C:18]([NH:20]CC4C=CC(OC)=CC=4)[N:17]=[CH:16][C:12]=3[N:13]=[CH:14][N:15]=2)[CH:5]=[CH:6][C:7]=1[Br:8].FC(F)(F)C(O)=O.C1(OC)C=CC=CC=1. The catalyst is C(Cl)Cl. The product is [Br:1][C:2]1[CH:3]=[C:4]([NH:9][C:10]2[C:11]3[CH:19]=[C:18]([NH2:20])[N:17]=[CH:16][C:12]=3[N:13]=[CH:14][N:15]=2)[CH:5]=[CH:6][C:7]=1[Br:8]. The yield is 0.790.